This data is from NCI-60 drug combinations with 297,098 pairs across 59 cell lines. The task is: Regression. Given two drug SMILES strings and cell line genomic features, predict the synergy score measuring deviation from expected non-interaction effect. (1) Drug 1: CN1CCC(CC1)COC2=C(C=C3C(=C2)N=CN=C3NC4=C(C=C(C=C4)Br)F)OC. Drug 2: CN(C)C1=NC(=NC(=N1)N(C)C)N(C)C. Cell line: UACC-257. Synergy scores: CSS=-8.25, Synergy_ZIP=0.610, Synergy_Bliss=-7.30, Synergy_Loewe=-17.3, Synergy_HSA=-12.2. (2) Drug 1: C1CCC(C1)C(CC#N)N2C=C(C=N2)C3=C4C=CNC4=NC=N3. Drug 2: C1CCC(C(C1)N)N.C(=O)(C(=O)[O-])[O-].[Pt+4]. Cell line: RXF 393. Synergy scores: CSS=18.0, Synergy_ZIP=3.74, Synergy_Bliss=6.75, Synergy_Loewe=-5.03, Synergy_HSA=7.43. (3) Drug 1: C1=NC2=C(N1)C(=S)N=C(N2)N. Drug 2: C1CC(C1)(C(=O)O)C(=O)O.[NH2-].[NH2-].[Pt+2]. Cell line: BT-549. Synergy scores: CSS=2.81, Synergy_ZIP=-7.13, Synergy_Bliss=-7.52, Synergy_Loewe=-11.3, Synergy_HSA=-6.00. (4) Drug 1: CCN(CC)CCNC(=O)C1=C(NC(=C1C)C=C2C3=C(C=CC(=C3)F)NC2=O)C. Drug 2: COCCOC1=C(C=C2C(=C1)C(=NC=N2)NC3=CC=CC(=C3)C#C)OCCOC.Cl. Cell line: A498. Synergy scores: CSS=16.0, Synergy_ZIP=0.772, Synergy_Bliss=3.37, Synergy_Loewe=-2.45, Synergy_HSA=2.33. (5) Drug 1: C1=CC(=CC=C1CC(C(=O)O)N)N(CCCl)CCCl.Cl. Drug 2: CC1=C(C=C(C=C1)NC(=O)C2=CC=C(C=C2)CN3CCN(CC3)C)NC4=NC=CC(=N4)C5=CN=CC=C5. Cell line: COLO 205. Synergy scores: CSS=7.77, Synergy_ZIP=-6.83, Synergy_Bliss=-0.264, Synergy_Loewe=-17.6, Synergy_HSA=-5.48. (6) Drug 1: CN(C)C1=NC(=NC(=N1)N(C)C)N(C)C. Drug 2: CC1=C(C=C(C=C1)C(=O)NC2=CC(=CC(=C2)C(F)(F)F)N3C=C(N=C3)C)NC4=NC=CC(=N4)C5=CN=CC=C5. Cell line: SK-OV-3. Synergy scores: CSS=-2.13, Synergy_ZIP=0.285, Synergy_Bliss=-0.963, Synergy_Loewe=-3.93, Synergy_HSA=-2.28. (7) Cell line: U251. Synergy scores: CSS=16.8, Synergy_ZIP=-5.27, Synergy_Bliss=-2.56, Synergy_Loewe=-21.4, Synergy_HSA=-0.339. Drug 1: CNC(=O)C1=CC=CC=C1SC2=CC3=C(C=C2)C(=NN3)C=CC4=CC=CC=N4. Drug 2: CS(=O)(=O)C1=CC(=C(C=C1)C(=O)NC2=CC(=C(C=C2)Cl)C3=CC=CC=N3)Cl.